Dataset: Full USPTO retrosynthesis dataset with 1.9M reactions from patents (1976-2016). Task: Predict the reactants needed to synthesize the given product. (1) Given the product [CH2:16]([O:15][CH2:14][CH:13]([N:9]1[C:7]2=[N:8][C:3]([CH2:1][CH3:2])=[C:4]([C:20]3[C:21]([O:29][CH3:30])=[N:22][C:23]([CH:26]([CH3:27])[CH3:28])=[CH:24][CH:25]=3)[N:5]=[C:6]2[C:11]([CH3:12])=[N:10]1)[CH2:17][O:18][CH3:19])[C:32]1[CH:37]=[CH:36][CH:35]=[CH:34][CH:33]=1, predict the reactants needed to synthesize it. The reactants are: [CH2:1]([C:3]1[N:8]=[C:7]2[N:9]([CH:13]([CH2:17][O:18][CH3:19])[CH2:14][O:15][CH3:16])[N:10]=[C:11]([CH3:12])[C:6]2=[N:5][C:4]=1[C:20]1[C:21]([O:29][CH3:30])=[N:22][C:23]([CH:26]([CH3:28])[CH3:27])=[CH:24][CH:25]=1)[CH3:2].C(OCC(N1C2=NC(CC)=C(C3C(OC)=NC(C(C)C)=CC=3)N=C2C(C)=N1)CO)[C:32]1[CH:37]=[CH:36][CH:35]=[CH:34][CH:33]=1.[Na].CI. (2) Given the product [Br:1][C:2]1[N:3]=[C:4]([C:9]2[O:10][C:11]([C:14]3[CH:19]=[CH:18][CH:17]=[CH:16][CH:15]=3)=[N:12][N:13]=2)[C:5]([NH:8][C:25](=[O:26])[O:24][C:21]([CH3:23])([CH3:22])[CH3:20])=[N:6][CH:7]=1, predict the reactants needed to synthesize it. The reactants are: [Br:1][C:2]1[N:3]=[C:4]([C:9]2[O:10][C:11]([C:14]3[CH:19]=[CH:18][CH:17]=[CH:16][CH:15]=3)=[N:12][N:13]=2)[C:5]([NH2:8])=[N:6][CH:7]=1.[CH3:20][C:21]([O:24][C:25](O[C:25]([O:24][C:21]([CH3:23])([CH3:22])[CH3:20])=[O:26])=[O:26])([CH3:23])[CH3:22].C(N(CC)CC)C. (3) Given the product [CH:17]([C:36]1[C:37]([NH:42][C:43](=[O:48])[C:44]([CH3:46])([CH3:45])[CH3:47])=[N:38][CH:39]=[CH:40][CH:41]=1)=[O:16], predict the reactants needed to synthesize it. The reactants are: C1(N)C(F)=C(F)C(F)=C(N)C=1F.Cl.Cl.Cl.[OH:16][CH:17]([C:36]1[C:37]([NH:42][C:43](=[O:48])[C:44]([CH3:47])([CH3:46])[CH3:45])=[N:38][CH:39]=[CH:40][CH:41]=1)C(C1CCN(C(OC(C)(C)C)=O)CC1)C(OC)=O. (4) Given the product [Cl:26][C:23]1[CH:24]=[CH:25][C:20]([C:18]([NH:17][CH:13]([CH2:12][C:7]2[C:5]3[C:4](=[CH:3][CH:2]=[CH:1][CH:6]=3)[NH:11][C:9](=[O:10])[CH:8]=2)[C:14]([O:16][CH2:29][C:30]2[CH:39]=[CH:38][C:37]3[C:32](=[CH:33][CH:34]=[CH:35][CH:36]=3)[N:31]=2)=[O:15])=[O:19])=[CH:21][CH:22]=1, predict the reactants needed to synthesize it. The reactants are: [CH:1]1[CH:2]=[CH:3][C:4]2[NH:11][C:9](=[O:10])[CH:8]=[C:7]([CH2:12][CH:13]([NH:17][C:18]([C:20]3[CH:21]=[CH:22][C:23]([Cl:26])=[CH:24][CH:25]=3)=[O:19])[C:14]([OH:16])=[O:15])[C:5]=2[CH:6]=1.Cl.Cl[CH2:29][C:30]1[CH:39]=[CH:38][C:37]2[C:32](=[CH:33][CH:34]=[CH:35][CH:36]=2)[N:31]=1. (5) Given the product [F:11][C:12]([F:20])([F:19])[C:13]([C:6]1[CH:7]=[CH:8][C:3]([CH:1]=[CH2:2])=[CH:4][CH:5]=1)([OH:14])[C:15]([F:18])([F:17])[F:16], predict the reactants needed to synthesize it. The reactants are: [CH:1]([C:3]1[CH:8]=[CH:7][C:6]([Mg]Br)=[CH:5][CH:4]=1)=[CH2:2].[F:11][C:12]([F:20])([F:19])[C:13]([C:15]([F:18])([F:17])[F:16])=[O:14]. (6) Given the product [Cl:25][C:19]1[C:18]([F:26])=[C:17]([C:22]([F:23])=[CH:21][C:20]=1[CH3:24])[CH2:16][O:15][C:12]1[C:11]([C:27]([NH2:28])=[O:29])=[C:10]([NH:9][C:8]([NH:38][CH2:37][CH2:36][CH2:35][CH2:34][N:33]([CH3:39])[CH3:31])=[O:30])[S:14][N:13]=1, predict the reactants needed to synthesize it. The reactants are: C1(O[C:8](=[O:30])[NH:9][C:10]2[S:14][N:13]=[C:12]([O:15][CH2:16][C:17]3[C:22]([F:23])=[CH:21][C:20]([CH3:24])=[C:19]([Cl:25])[C:18]=3[F:26])[C:11]=2[C:27](=[O:29])[NH2:28])C=CC=CC=1.[CH2:31]([N:33]([CH2:39]C)[CH2:34][CH2:35][CH2:36][CH2:37][NH2:38])C. (7) Given the product [ClH:36].[C:1]1([N:7]([CH2:30][C:31]([O:33][CH2:34][CH3:35])=[O:32])[C:8]([C:10]2[CH:29]=[CH:28][C:13]3[N:14]([CH3:27])[C:15]([CH2:17][CH2:18][C:19]4[CH:24]=[CH:23][C:22]([C:25](=[NH:44])[NH2:26])=[CH:21][CH:20]=4)=[N:16][C:12]=3[CH:11]=2)=[O:9])[CH:6]=[CH:5][CH:4]=[CH:3][CH:2]=1, predict the reactants needed to synthesize it. The reactants are: [C:1]1([N:7]([CH2:30][C:31]([O:33][CH2:34][CH3:35])=[O:32])[C:8]([C:10]2[CH:29]=[CH:28][C:13]3[N:14]([CH3:27])[C:15]([CH2:17][CH2:18][C:19]4[CH:24]=[CH:23][C:22]([C:25]#[N:26])=[CH:21][CH:20]=4)=[N:16][C:12]=3[CH:11]=2)=[O:9])[CH:6]=[CH:5][CH:4]=[CH:3][CH:2]=1.[ClH:36].C(O)C.C(=O)([O-])[O-].[NH4+:44].[NH4+]. (8) Given the product [OH:15][C:12]1[CH:11]=[C:10]([C:16]2[N:17]=[C:18]([NH:21][C:22](=[O:26])[CH:23]([CH3:25])[CH3:24])[S:19][CH:20]=2)[N:9]=[C:8]2[C:7]3[C:2]([Br:1])=[C:3]([O:27][CH3:28])[CH:4]=[CH:5][C:6]=3[O:14][C:13]=12, predict the reactants needed to synthesize it. The reactants are: [Br:1][C:2]1[C:7]2[C:8]3[NH:9][CH:10]([C:16]4[N:17]=[C:18]([NH:21][C:22](=[O:26])[CH:23]([CH3:25])[CH3:24])[S:19][CH:20]=4)[CH2:11][C:12](=[O:15])[C:13]=3[O:14][C:6]=2[CH:5]=[CH:4][C:3]=1[O:27][CH3:28]. (9) Given the product [Cl:13][C:3]1[CH:4]=[C:5]([CH2:8][CH2:9][NH2:10])[CH:6]=[CH:7][C:2]=1[Cl:1], predict the reactants needed to synthesize it. The reactants are: [Cl:1][C:2]1[CH:7]=[CH:6][C:5]([CH:8]=[CH:9][N+:10]([O-])=O)=[CH:4][C:3]=1[Cl:13].[Li+].[BH4-].Cl[Si](C)(C)C. (10) Given the product [O:1]=[C:2]1[NH:7][C:6]2[N:8]=[CH:9][CH:10]=[C:11]([O:12][C:13]3[CH:14]=[CH:15][C:16]4[O:20][C@@H:19]5[C@@H:21]([C:22]([N:47]=[N+:48]=[N-:49])=[O:23])[C@@H:18]5[C:17]=4[CH:25]=3)[C:5]=2[CH2:4][NH:3]1, predict the reactants needed to synthesize it. The reactants are: [O:1]=[C:2]1[NH:7][C:6]2[N:8]=[CH:9][CH:10]=[C:11]([O:12][C:13]3[CH:14]=[CH:15][C:16]4[O:20][C@@H:19]5[C@@H:21]([C:22](O)=[O:23])[C@@H:18]5[C:17]=4[CH:25]=3)[C:5]=2[CH2:4][NH:3]1.CCN(CC)CC.C1C=CC(P([N:47]=[N+:48]=[N-:49])(C2C=CC=CC=2)=O)=CC=1.O.